Dataset: CYP1A2 inhibition data for predicting drug metabolism from PubChem BioAssay. Task: Regression/Classification. Given a drug SMILES string, predict its absorption, distribution, metabolism, or excretion properties. Task type varies by dataset: regression for continuous measurements (e.g., permeability, clearance, half-life) or binary classification for categorical outcomes (e.g., BBB penetration, CYP inhibition). Dataset: cyp1a2_veith. The drug is CN(C)c1ncc2ncc(=O)n(C[C@H]3CCCO3)c2n1. The result is 1 (inhibitor).